Task: Predict which catalyst facilitates the given reaction.. Dataset: Catalyst prediction with 721,799 reactions and 888 catalyst types from USPTO (1) Reactant: [N:1]1([CH2:6][CH2:7][CH2:8][NH2:9])[CH:5]=[CH:4][N:3]=[CH:2]1.[CH3:10][O:11][C:12]1[CH:19]=[CH:18][C:15]([CH:16]=O)=[CH:14][CH:13]=1.C([O:22][C:23](=O)[C:24](=[O:33])[CH2:25][C:26]1[CH:31]=[CH:30][C:29]([OH:32])=[CH:28][CH:27]=1)C. The catalyst class is: 8. Product: [OH:33][C:24]1[C:23](=[O:22])[N:9]([CH2:8][CH2:7][CH2:6][N:1]2[CH:5]=[CH:4][N:3]=[CH:2]2)[CH:16]([C:15]2[CH:18]=[CH:19][C:12]([O:11][CH3:10])=[CH:13][CH:14]=2)[C:25]=1[C:26]1[CH:31]=[CH:30][C:29]([OH:32])=[CH:28][CH:27]=1. (2) Reactant: [CH2:1]1[C:5]2=[C:6]3[C:11](=[CH:12][CH:13]=[C:4]2[N:3]=[CH:2]1)[C:10](=[O:14])[NH:9][CH:8]=[CH:7]3.C([O-])([O-])=O.[K+].[K+].[F:21][C:22]1[CH:29]=[CH:28][C:25]([CH2:26]Br)=[CH:24][CH:23]=1. Product: [F:21][C:22]1[CH:29]=[CH:28][C:25]([CH2:26][N:9]2[CH:8]=[CH:7][C:6]3[C:11](=[CH:12][CH:13]=[C:4]4[NH:3][CH:2]=[CH:1][C:5]4=3)[C:10]2=[O:14])=[CH:24][CH:23]=1. The catalyst class is: 3. (3) The catalyst class is: 225. Product: [Cl:1][C:2]1[N:3]=[C:4]([NH:15][CH:12]2[CH2:14][CH2:13]2)[C:5]2[O:10][CH:9]=[CH:8][C:6]=2[N:7]=1. Reactant: [Cl:1][C:2]1[N:3]=[C:4](Cl)[C:5]2[O:10][CH:9]=[CH:8][C:6]=2[N:7]=1.[CH:12]1([NH2:15])[CH2:14][CH2:13]1. (4) The catalyst class is: 3. Reactant: [CH3:1][O:2][C:3]1[CH:4]=[C:5]([CH:9]=[CH:10][C:11]=1[N+:12]([O-:14])=[O:13])[CH:6]=[N:7][OH:8].ClN1C(=O)CCC1=O.Br[C:24]1[C:25](=[O:30])[CH2:26][CH2:27][CH2:28][CH:29]=1.C(=O)(O)[O-].[Na+]. Product: [CH3:1][O:2][C:3]1[CH:4]=[C:5]([C:6]2[C:29]3[CH2:28][CH2:27][CH2:26][C:25](=[O:30])[C:24]=3[O:8][N:7]=2)[CH:9]=[CH:10][C:11]=1[N+:12]([O-:14])=[O:13]. (5) Reactant: [Br:1][C:2]1[CH:7]=[CH:6][C:5]([SH:8])=[CH:4][CH:3]=1.[CH2:9]([O:11][CH:12]([O:15][CH2:16][CH3:17])[CH2:13]Br)[CH3:10].C(=O)([O-])[O-].[K+].[K+]. Product: [Br:1][C:2]1[CH:7]=[CH:6][C:5]([S:8][CH2:13][CH:12]([O:15][CH2:16][CH3:17])[O:11][CH2:9][CH3:10])=[CH:4][CH:3]=1. The catalyst class is: 3. (6) Reactant: [CH3:1][N:2]1[CH2:7][CH2:6][N:5]([C:8]2[CH:9]=[CH:10][C:11]([C:14]([OH:16])=O)=[N:12][CH:13]=2)[CH2:4][CH2:3]1.CCN(C(C)C)C(C)C.ClC(OCC)=O.[NH2:32][C:33]1[CH:38]=[CH:37][C:36]([NH:39][C:40]([NH:42][C:43]2[CH:47]=[C:46]([C:48]([CH3:51])([CH3:50])[CH3:49])[O:45][N:44]=2)=[O:41])=[CH:35][CH:34]=1. Product: [C:48]([C:46]1[O:45][N:44]=[C:43]([NH:42][C:40](=[O:41])[NH:39][C:36]2[CH:35]=[CH:34][C:33]([NH:32][C:14](=[O:16])[C:11]3[CH:10]=[CH:9][C:8]([N:5]4[CH2:4][CH2:3][N:2]([CH3:1])[CH2:7][CH2:6]4)=[CH:13][N:12]=3)=[CH:38][CH:37]=2)[CH:47]=1)([CH3:51])([CH3:49])[CH3:50]. The catalyst class is: 2. (7) Reactant: [O:1]=[C:2]1[NH:7][C:6]([NH:8][C:9]2[CH:14]=[CH:13][C:12]([N:15]3[CH2:20][CH2:19][CH2:18][CH2:17][CH2:16]3)=[CH:11][CH:10]=2)=[N:5][CH:4]=[C:3]1[C:21]([O:23]CC)=[O:22].[OH-].[Na+]. Product: [O:1]=[C:2]1[NH:7][C:6]([NH:8][C:9]2[CH:14]=[CH:13][C:12]([N:15]3[CH2:16][CH2:17][CH2:18][CH2:19][CH2:20]3)=[CH:11][CH:10]=2)=[N:5][CH:4]=[C:3]1[C:21]([OH:23])=[O:22]. The catalyst class is: 5.